This data is from Catalyst prediction with 721,799 reactions and 888 catalyst types from USPTO. The task is: Predict which catalyst facilitates the given reaction. (1) Reactant: F[C:2]1[CH:10]=[CH:9][C:5]([C:6]([NH2:8])=[O:7])=[CH:4][C:3]=1[N+:11]([O-:13])=[O:12].[CH:14]([O:17]C1C=CC(C(N)=O)=CC=1N=C=S)(C)[CH3:15].[O-]CC.[Na+]. Product: [CH2:14]([O:17][C:2]1[CH:10]=[CH:9][C:5]([C:6]([NH2:8])=[O:7])=[CH:4][C:3]=1[N+:11]([O-:13])=[O:12])[CH3:15]. The catalyst class is: 14. (2) Product: [O:27]1[C:31]2[CH:32]=[CH:33][CH:34]=[CH:35][C:30]=2[CH:29]=[C:28]1[C:36]([NH:1][C:2]1[CH:7]=[CH:6][C:5]([C:8]2[CH:9]=[CH:10][C:11]([S:14]([N:17]([CH3:26])[C@@H:18]([C:22]([O:24][CH3:25])=[O:23])[CH:19]([CH3:21])[CH3:20])(=[O:16])=[O:15])=[CH:12][CH:13]=2)=[CH:4][CH:3]=1)=[O:37]. The catalyst class is: 4. Reactant: [NH2:1][C:2]1[CH:7]=[CH:6][C:5]([C:8]2[CH:13]=[CH:12][C:11]([S:14]([N:17]([CH3:26])[C@@H:18]([C:22]([O:24][CH3:25])=[O:23])[CH:19]([CH3:21])[CH3:20])(=[O:16])=[O:15])=[CH:10][CH:9]=2)=[CH:4][CH:3]=1.[O:27]1[C:31]2[CH:32]=[CH:33][CH:34]=[CH:35][C:30]=2[CH:29]=[C:28]1[C:36](Cl)=[O:37].C(N(CC)C(C)C)(C)C. (3) Reactant: [Cl:1][C:2]1[CH:7]=[C:6]([Br:8])[CH:5]=[C:4]([Cl:9])[C:3]=1I.CCCCCC.C([Li])CCC.FC(F)(F)S(O[Si:28]([CH3:31])([CH3:30])[CH3:29])(=O)=O. Product: [Cl:1][C:2]1[CH:7]=[C:6]([Br:8])[CH:5]=[C:4]([Cl:9])[C:3]=1[Si:28]([CH3:31])([CH3:30])[CH3:29]. The catalyst class is: 27. (4) Reactant: [Cl:1][C:2]1[CH:3]=[C:4]([OH:26])[C:5]2[CH2:16][CH:15]=[CH:14][CH2:13][CH2:12][C:11]3[CH:17]=[C:18]([CH3:23])[N:19]=[C:20]([O:21][CH3:22])[C:10]=3[CH2:9][NH:8][C:7](=[O:24])[C:6]=2[CH:25]=1.I[CH:28]([CH3:30])[CH3:29].C([O-])([O-])=O.[Cs+].[Cs+]. Product: [Cl:1][C:2]1[CH:3]=[C:4]([O:26][CH:28]([CH3:30])[CH3:29])[C:5]2[CH2:16][CH:15]=[CH:14][CH2:13][CH2:12][C:11]3[CH:17]=[C:18]([CH3:23])[N:19]=[C:20]([O:21][CH3:22])[C:10]=3[CH2:9][NH:8][C:7](=[O:24])[C:6]=2[CH:25]=1. The catalyst class is: 18. (5) Reactant: [NH3:1].[NH:2]1[CH:6]=[N:5][C:4]([S:7](Cl)(=[O:9])=[O:8])=[N:3]1. Product: [NH:2]1[CH:6]=[N:5][C:4]([S:7]([NH2:1])(=[O:9])=[O:8])=[N:3]1. The catalyst class is: 1. (6) Reactant: [I:1][C:2]1[CH:51]=[CH:50][C:5]([O:6][CH:7]([CH2:29][O:30]C(C2C=CC=CC=2)(C2C=CC=CC=2)C2C=CC=CC=2)[CH2:8][O:9]C(C2C=CC=CC=2)(C2C=CC=CC=2)C2C=CC=CC=2)=[CH:4][CH:3]=1.FC(F)(F)C(O)=O.FC(F)(F)C(OC(=O)C(F)(F)F)=O.C(N(CC)CC)C. Product: [I:1][C:2]1[CH:3]=[CH:4][C:5]([O:6][CH:7]([CH2:29][OH:30])[CH2:8][OH:9])=[CH:50][CH:51]=1. The catalyst class is: 98. (7) Reactant: [F:1][C:2]1[CH:3]=[C:4]([CH:33]=[C:34]([F:36])[CH:35]=1)[CH2:5][NH:6][C:7]([C:9]1[C:17]2[C:12](=[CH:13][C:14]([C:18]([O:20]CC)=[O:19])=[CH:15][CH:16]=2)[N:11]([CH2:23][C:24]2[CH:29]=[CH:28][CH:27]=[CH:26][N:25]=2)[C:10]=1[CH:30]([CH3:32])[CH3:31])=[O:8].[OH-].[Na+].O. Product: [F:1][C:2]1[CH:3]=[C:4]([CH:33]=[C:34]([F:36])[CH:35]=1)[CH2:5][NH:6][C:7]([C:9]1[C:17]2[C:12](=[CH:13][C:14]([C:18]([OH:20])=[O:19])=[CH:15][CH:16]=2)[N:11]([CH2:23][C:24]2[CH:29]=[CH:28][CH:27]=[CH:26][N:25]=2)[C:10]=1[CH:30]([CH3:32])[CH3:31])=[O:8]. The catalyst class is: 14.